This data is from Reaction yield outcomes from USPTO patents with 853,638 reactions. The task is: Predict the reaction yield, written as a fraction of the theoretical maximum amount of product (1.0 means a 100% yield; for example, 0.34 means a 34% yield). (1) The catalyst is C(O)CO. The yield is 0.960. The product is [NH:1]([C:2]1[S:3][C:4]2[C:10]([C:11]3[CH:16]=[CH:15][CH:14]=[CH:13][CH:12]=3)=[CH:9][CH:8]=[C:7]([O:17][CH3:18])[C:5]=2[N:6]=1)[NH2:20]. The reactants are [NH2:1][C:2]1[S:3][C:4]2[C:10]([C:11]3[CH:16]=[CH:15][CH:14]=[CH:13][CH:12]=3)=[CH:9][CH:8]=[C:7]([O:17][CH3:18])[C:5]=2[N:6]=1.O.[NH2:20]N.Cl.Cl.NN. (2) The reactants are C(O)(=O)C.[CH3:5][O:6][C:7]1[CH:19]=[C:18]([N+:20]([O-])=O)[CH:17]=[CH:16][C:8]=1[O:9][C:10]1[N:15]=[CH:14][CH:13]=[CH:12][N:11]=1. The catalyst is O.CCO.[Fe]. The product is [CH3:5][O:6][C:7]1[CH:19]=[C:18]([CH:17]=[CH:16][C:8]=1[O:9][C:10]1[N:11]=[CH:12][CH:13]=[CH:14][N:15]=1)[NH2:20]. The yield is 1.00. (3) The reactants are Br[C:2]1[CH:3]=[C:4]2[C:9](=[CH:10][CH:11]=1)[N:8]=[C:7]([CH3:12])[C:6]([C:13](=[O:18])[C:14]([F:17])([F:16])[F:15])=[C:5]2[C:19]1[CH:24]=[CH:23][C:22]([S:25]([CH3:28])(=[O:27])=[O:26])=[CH:21][CH:20]=1.Cl.[F:30][C:31]1([F:37])[CH2:36][CH2:35][CH2:34][NH:33][CH2:32]1. No catalyst specified. The product is [F:30][C:31]1([F:37])[CH2:36][CH2:35][CH2:34][N:33]([C:2]2[CH:3]=[C:4]3[C:9](=[CH:10][CH:11]=2)[N:8]=[C:7]([CH3:12])[C:6]([C:13](=[O:18])[C:14]([F:17])([F:16])[F:15])=[C:5]3[C:19]2[CH:24]=[CH:23][C:22]([S:25]([CH3:28])(=[O:27])=[O:26])=[CH:21][CH:20]=2)[CH2:32]1. The yield is 0.500. (4) The reactants are Br[C:2]1[CH:7]=[CH:6][C:5]([C:8]([F:20])([F:19])[O:9][C:10]2[CH:15]=[CH:14][C:13]([F:16])=[CH:12][C:11]=2[CH2:17][OH:18])=[CH:4][CH:3]=1.[F:21][C:22]([F:33])([F:32])[C:23]1[CH:28]=[CH:27][C:26](B(O)O)=[CH:25][CH:24]=1.C(=O)([O-])[O-].[Na+].[Na+]. The catalyst is COCCOC.O.Cl[Pd](Cl)([P](C1C=CC=CC=1)(C1C=CC=CC=1)C1C=CC=CC=1)[P](C1C=CC=CC=1)(C1C=CC=CC=1)C1C=CC=CC=1. The product is [F:19][C:8]([F:20])([C:5]1[CH:6]=[CH:7][C:2]([C:26]2[CH:27]=[CH:28][C:23]([C:22]([F:33])([F:32])[F:21])=[CH:24][CH:25]=2)=[CH:3][CH:4]=1)[O:9][C:10]1[CH:15]=[CH:14][C:13]([F:16])=[CH:12][C:11]=1[CH2:17][OH:18]. The yield is 0.850. (5) The reactants are C(O[C:4](=[O:21])[CH2:5][C:6]([CH:8]1[CH2:13][CH2:12][N:11]([C:14]([O:16][C:17]([CH3:20])([CH3:19])[CH3:18])=[O:15])[CH2:10][CH2:9]1)=O)C.[Cl:22][C:23]1[CH:31]=[C:30]2[C:26]([C:27]([NH2:32])=[N:28][NH:29]2)=[CH:25][CH:24]=1.P([O-])([O-])([O-])=O.[K+].[K+].[K+]. The catalyst is O1CCOCC1. The product is [Cl:22][C:23]1[CH:24]=[CH:25][C:26]2[C:30]([CH:31]=1)=[N:29][N:28]1[C:4](=[O:21])[CH:5]=[C:6]([CH:8]3[CH2:9][CH2:10][N:11]([C:14]([O:16][C:17]([CH3:18])([CH3:19])[CH3:20])=[O:15])[CH2:12][CH2:13]3)[NH:32][C:27]=21. The yield is 0.0100. (6) The reactants are [CH3:1][NH:2][C:3]([C:5]1[C:10]([NH2:11])=[N:9][CH:8]=[C:7]([C:12]2[CH:17]=[CH:16][CH:15]=[C:14]([CH2:18][N:19]=[N+]=[N-])[CH:13]=2)[N:6]=1)=[O:4].C1(P(C2C=CC=CC=2)C2C=CC=CC=2)C=CC=CC=1. The catalyst is C1COCC1.O. The product is [CH3:1][NH:2][C:3]([C:5]1[C:10]([NH2:11])=[N:9][CH:8]=[C:7]([C:12]2[CH:17]=[CH:16][CH:15]=[C:14]([CH2:18][NH2:19])[CH:13]=2)[N:6]=1)=[O:4]. The yield is 0.850. (7) The reactants are Cl[C:2]1[N:7]=[C:6]([C:8]2[N:12]3[CH:13]=[CH:14][CH:15]=[CH:16][C:11]3=[N:10][C:9]=2[C:17]2[CH:18]=[C:19]([CH:31]=[CH:32][CH:33]=2)[C:20]([NH:22][C:23]2[C:28]([F:29])=[CH:27][CH:26]=[CH:25][C:24]=2[F:30])=[O:21])[CH:5]=[CH:4][N:3]=1.[CH2:34]([C:36]1[C:37]([N:45]2[CH2:50][CH2:49][CH:48]([N:51]3[CH2:56][CH2:55][N:54]([S:57]([CH3:60])(=[O:59])=[O:58])[CH2:53][CH2:52]3)[CH2:47][CH2:46]2)=[CH:38][C:39]([O:43][CH3:44])=[C:40]([CH:42]=1)[NH2:41])[CH3:35].C1(C)C=CC(S(O)(=O)=O)=CC=1. The catalyst is CC(O)C. The product is [F:30][C:24]1[CH:25]=[CH:26][CH:27]=[C:28]([F:29])[C:23]=1[NH:22][C:20](=[O:21])[C:19]1[CH:31]=[CH:32][CH:33]=[C:17]([C:9]2[N:10]=[C:11]3[CH:16]=[CH:15][CH:14]=[CH:13][N:12]3[C:8]=2[C:6]2[CH:5]=[CH:4][N:3]=[C:2]([NH:41][C:40]3[CH:42]=[C:36]([CH2:34][CH3:35])[C:37]([N:45]4[CH2:46][CH2:47][CH:48]([N:51]5[CH2:52][CH2:53][N:54]([S:57]([CH3:60])(=[O:59])=[O:58])[CH2:55][CH2:56]5)[CH2:49][CH2:50]4)=[CH:38][C:39]=3[O:43][CH3:44])[N:7]=2)[CH:18]=1. The yield is 0.350. (8) The reactants are Br[C:2]1[CH:13]=[CH:12][C:5]([O:6][CH2:7][C:8]([CH3:11])([OH:10])[CH3:9])=[C:4]([O:14][CH3:15])[CH:3]=1.C([O-])(=O)C.[K+].[B:21]1([B:21]2[O:25][C:24]([CH3:27])([CH3:26])[C:23]([CH3:29])([CH3:28])[O:22]2)[O:25][C:24]([CH3:27])([CH3:26])[C:23]([CH3:29])([CH3:28])[O:22]1. The catalyst is CN(C=O)C.CCOC(C)=O.C1C=CC(P(C2C=CC=CC=2)[C-]2C=CC=C2)=CC=1.C1C=CC(P(C2C=CC=CC=2)[C-]2C=CC=C2)=CC=1.Cl[Pd]Cl.[Fe+2].C(Cl)Cl. The product is [CH3:15][O:14][C:4]1[CH:3]=[C:2]([B:21]2[O:25][C:24]([CH3:27])([CH3:26])[C:23]([CH3:29])([CH3:28])[O:22]2)[CH:13]=[CH:12][C:5]=1[O:6][CH2:7][C:8]([CH3:11])([OH:10])[CH3:9]. The yield is 0.900.